This data is from Reaction yield outcomes from USPTO patents with 853,638 reactions. The task is: Predict the reaction yield, written as a fraction of the theoretical maximum amount of product (1.0 means a 100% yield; for example, 0.34 means a 34% yield). The reactants are [O:1]=[C:2]1[CH2:7][O:6][C:5]2[CH:8]=[CH:9][C:10]([C:12](=O)[CH2:13][C:14](=O)[CH2:15][CH3:16])=[CH:11][C:4]=2[NH:3]1.[CH3:19][NH:20][NH2:21]. No catalyst specified. The product is [CH2:15]([C:14]1[CH:13]=[C:12]([C:10]2[CH:9]=[CH:8][C:5]3[O:6][CH2:7][C:2](=[O:1])[NH:3][C:4]=3[CH:11]=2)[N:20]([CH3:19])[N:21]=1)[CH3:16]. The yield is 0.510.